This data is from CYP3A4 inhibition data for predicting drug metabolism from PubChem BioAssay. The task is: Regression/Classification. Given a drug SMILES string, predict its absorption, distribution, metabolism, or excretion properties. Task type varies by dataset: regression for continuous measurements (e.g., permeability, clearance, half-life) or binary classification for categorical outcomes (e.g., BBB penetration, CYP inhibition). Dataset: cyp3a4_veith. The molecule is COc1ccc(/C(O)=C2/C(=O)C(=O)N(Cc3cccnc3)C2c2ccco2)cc1OC. The result is 1 (inhibitor).